This data is from Ames mutagenicity test results for genotoxicity prediction. The task is: Regression/Classification. Given a drug SMILES string, predict its toxicity properties. Task type varies by dataset: regression for continuous values (e.g., LD50, hERG inhibition percentage) or binary classification for toxic/non-toxic outcomes (e.g., AMES mutagenicity, cardiotoxicity, hepatotoxicity). Dataset: ames. (1) The result is 1 (mutagenic). The molecule is CC(CCN=[N+]=[N-])c1ccccc1. (2) The molecule is Cc1c(C)c2c(N)c3ccccc3nc2c2ccccc12. The result is 1 (mutagenic). (3) The compound is O=c1c(=O)c2ccc([N+](=O)[O-])c3ccc4cccc1c4c32. The result is 1 (mutagenic). (4) The drug is O=[N+]([O-])c1ccc(Oc2ccc(Cl)cc2Cl)cc1. The result is 1 (mutagenic). (5) The drug is O=C(CCBr)N1CCN(C(=O)CCBr)CC1. The result is 1 (mutagenic). (6) The molecule is CC(=O)OCCN(CCOC(C)=O)c1ccc([N+](=O)[O-])c2c(NCCCN(C)C)c3ccccc3nc12. The result is 1 (mutagenic). (7) The drug is CCCCCCCCCCCCCCCC(=O)O. The result is 0 (non-mutagenic). (8) The compound is O=C(O)C1CSC(c2ccccc2O)N1C(=O)CCSSCCC(=O)N1C(C(=O)O)CSC1c1ccccc1O. The result is 0 (non-mutagenic). (9) The drug is Oc1ccc2ccc3c4c(cc5ccc1c2c53)C(O)C(O)C=C4. The result is 1 (mutagenic). (10) The compound is Cc1cc2c(O)cccc2c2cc3c(cc12)C=CC(O)C3O. The result is 1 (mutagenic).